This data is from Forward reaction prediction with 1.9M reactions from USPTO patents (1976-2016). The task is: Predict the product of the given reaction. (1) Given the reactants [F:1][C:2]1[CH:3]=[C:4]([N:8]2[CH2:12][C@@H:11]([CH2:13][OH:14])[O:10][C:9]2=[O:15])[CH:5]=[CH:6][CH:7]=1.[I:16]N1C(=O)CCC1=O, predict the reaction product. The product is: [F:1][C:2]1[CH:3]=[C:4]([N:8]2[CH2:12][C@H:11]([CH2:13][OH:14])[O:10][C:9]2=[O:15])[CH:5]=[CH:6][C:7]=1[I:16]. (2) Given the reactants Cl[C:2]1[C:7]2[CH:8]=[C:9]([C:21]([O:23][CH3:24])=[O:22])[N:10]([CH2:11][C:12]3[C:17]([CH3:18])=[CH:16][C:15]([CH3:19])=[CH:14][C:13]=3[CH3:20])[C:6]=2[CH:5]=[CH:4][N:3]=1.[CH3:25][O-:26].[Na+], predict the reaction product. The product is: [CH3:25][O:26][C:2]1[C:7]2[CH:8]=[C:9]([C:21]([O:23][CH3:24])=[O:22])[N:10]([CH2:11][C:12]3[C:17]([CH3:18])=[CH:16][C:15]([CH3:19])=[CH:14][C:13]=3[CH3:20])[C:6]=2[CH:5]=[CH:4][N:3]=1.